This data is from Full USPTO retrosynthesis dataset with 1.9M reactions from patents (1976-2016). The task is: Predict the reactants needed to synthesize the given product. (1) Given the product [CH3:1][O:2][N:3]=[C:4]1[C:7]2[CH:12]=[CH:11][CH:10]=[CH:9][C:8]=2[O:13][CH2:5]1, predict the reactants needed to synthesize it. The reactants are: [CH3:1][O:2][N:3]=[C:4]([C:7]1[CH:12]=[CH:11][CH:10]=[CH:9][C:8]=1[OH:13])[CH2:5]Br.C(=O)([O-])[O-].[Na+].[Na+]. (2) Given the product [CH3:9][O:10][CH:11]1[CH2:12][N:13]([C:18]([O:20][C:21]([CH3:24])([CH3:23])[CH3:22])=[O:19])[CH2:14][CH2:15][C:16]21[O:17][CH2:2]2, predict the reactants needed to synthesize it. The reactants are: [I-].[CH3:2][S+](C)(C)=O.[H-].[Na+].[CH3:9][O:10][CH:11]1[C:16](=[O:17])[CH2:15][CH2:14][N:13]([C:18]([O:20][C:21]([CH3:24])([CH3:23])[CH3:22])=[O:19])[CH2:12]1. (3) Given the product [CH2:25]([O:27][C:28](=[O:34])/[CH:29]=[CH:30]/[C:31]([N:6]1[C:5]2[CH:16]=[CH:17][C:2]([CH3:1])=[CH:3][C:4]=2[O:9][CH:8]([C:10]2[CH:15]=[CH:14][CH:13]=[CH:12][CH:11]=2)[CH2:7]1)=[O:32])[CH3:26], predict the reactants needed to synthesize it. The reactants are: [CH3:1][C:2]1[CH:17]=[CH:16][C:5]2[NH:6][CH2:7][CH:8]([C:10]3[CH:15]=[CH:14][CH:13]=[CH:12][CH:11]=3)[O:9][C:4]=2[CH:3]=1.C(N(CC)CC)C.[CH2:25]([O:27][C:28](=[O:34])/[CH:29]=[CH:30]/[C:31](Cl)=[O:32])[CH3:26]. (4) Given the product [CH3:1][O:2][C:3]([C:5]1[N:6]([N:23]([CH3:24])[C:46]2[CH:47]=[CH:48][CH:49]=[CH:50][CH:51]=2)[C:7](=[O:22])[C:8]2[C:13]([C:14]=1[C:15]1[CH:20]=[CH:19][CH:18]=[CH:17][CH:16]=1)=[CH:12][C:11]([Cl:21])=[CH:10][CH:9]=2)=[O:4], predict the reactants needed to synthesize it. The reactants are: [CH3:1][O:2][C:3]([C:5]1[N:6]([NH:23][CH3:24])[C:7](=[O:22])[C:8]2[C:13]([C:14]=1[C:15]1[CH:20]=[CH:19][CH:18]=[CH:17][CH:16]=1)=[CH:12][C:11]([Cl:21])=[CH:10][CH:9]=2)=[O:4].C(O)(=O)C.C(O)(=O)C.[C:46]1([Bi]([C:46]2[CH:51]=[CH:50][CH:49]=[CH:48][CH:47]=2)[C:46]2[CH:51]=[CH:50][CH:49]=[CH:48][CH:47]=2)[CH:51]=[CH:50][CH:49]=[CH:48][CH:47]=1.Cl.C(=O)([O-])O.[Na+]. (5) Given the product [NH2:1][C:4]1[C:13]2[C:8](=[CH:9][CH:10]=[CH:11][CH:12]=2)[C:7]([O:14][CH2:15][C:16]2[CH:21]=[CH:20][N:19]=[C:18]([NH2:22])[N:17]=2)=[CH:6][CH:5]=1, predict the reactants needed to synthesize it. The reactants are: [N+:1]([C:4]1[C:13]2[C:8](=[CH:9][CH:10]=[CH:11][CH:12]=2)[C:7]([O:14][CH2:15][C:16]2[CH:21]=[CH:20][N:19]=[C:18]([NH2:22])[N:17]=2)=[CH:6][CH:5]=1)([O-])=O.C(Cl)Cl.[H][H]. (6) Given the product [CH3:1][C:2]1[CH:3]=[C:4]([CH:13]=[CH:14][CH:15]=1)[CH2:5][C:6]1[CH:7]=[C:8]([CH:11]=[O:12])[O:9][CH:10]=1, predict the reactants needed to synthesize it. The reactants are: [CH3:1][C:2]1[CH:3]=[C:4]([CH:13]=[CH:14][CH:15]=1)[CH2:5][C:6]1[CH:7]=[C:8]([CH2:11][OH:12])[O:9][CH:10]=1.CC(OI1(OC(C)=O)(OC(C)=O)OC(=O)C2C=CC=CC1=2)=O. (7) Given the product [Cl:1][C:2]1[C:3]([C:23]2[N:27]3[CH:28]=[CH:29][CH:30]=[CH:31][C:26]3=[N:25][CH:24]=2)=[N:4][C:5]([NH:8][C:9]2[CH:14]=[CH:13][C:12]([N:15]3[CH2:16][CH2:17][N:18]([CH2:34][CH2:33][C:32]#[N:35])[CH2:19][CH2:20]3)=[CH:11][C:10]=2[O:21][CH3:22])=[N:6][CH:7]=1, predict the reactants needed to synthesize it. The reactants are: [Cl:1][C:2]1[C:3]([C:23]2[N:27]3[CH:28]=[CH:29][CH:30]=[CH:31][C:26]3=[N:25][CH:24]=2)=[N:4][C:5]([NH:8][C:9]2[CH:14]=[CH:13][C:12]([N:15]3[CH2:20][CH2:19][NH:18][CH2:17][CH2:16]3)=[CH:11][C:10]=2[O:21][CH3:22])=[N:6][CH:7]=1.[C:32](#[N:35])[CH:33]=[CH2:34]. (8) Given the product [Br:10][C:11]1[CH:16]=[CH:15][C:14]([S:17]([C:2]2[CH:9]=[CH:8][CH:7]=[CH:6][C:3]=2[CH:4]=[O:5])(=[O:19])=[O:18])=[CH:13][CH:12]=1, predict the reactants needed to synthesize it. The reactants are: Br[C:2]1[CH:9]=[CH:8][CH:7]=[CH:6][C:3]=1[CH:4]=[O:5].[Br:10][C:11]1[CH:16]=[CH:15][C:14]([S:17]([O-:19])=[O:18])=[CH:13][CH:12]=1.[Na+].CN(C)CCN.O. (9) Given the product [CH3:30][O:29][C:27](=[O:28])[CH2:26][O:18][C:12]1[CH:11]=[CH:10][C:9]([O:8][CH2:1][C:2]2[CH:3]=[CH:4][CH:5]=[CH:6][CH:7]=2)=[CH:14][C:13]=1[C:15](=[O:17])[CH3:16], predict the reactants needed to synthesize it. The reactants are: [CH2:1]([O:8][C:9]1[CH:10]=[CH:11][C:12]([OH:18])=[C:13]([C:15](=[O:17])[CH3:16])[CH:14]=1)[C:2]1[CH:7]=[CH:6][CH:5]=[CH:4][CH:3]=1.C(=O)([O-])[O-].[Cs+].[Cs+].Br[CH2:26][C:27]([O:29][CH3:30])=[O:28].